From a dataset of Catalyst prediction with 721,799 reactions and 888 catalyst types from USPTO. Predict which catalyst facilitates the given reaction. (1) Reactant: [C:1]([O:5][C:6]([N:8]1[C:16]2[C:11](=[CH:12][CH:13]=[CH:14][C:15]=2[C:17]([OH:19])=[O:18])[CH2:10][CH2:9]1)=[O:7])([CH3:4])([CH3:3])[CH3:2].CI.[C:22](=O)([O-])[O-].[K+].[K+]. Product: [N:8]1([C:6]([O:5][C:1]([CH3:4])([CH3:2])[CH3:3])=[O:7])[C:16]2[C:11](=[CH:12][CH:13]=[CH:14][C:15]=2[C:17]([O:19][CH3:22])=[O:18])[CH2:10][CH2:9]1. The catalyst class is: 21. (2) Reactant: [C:1]([N:8]([CH3:13])[C@H:9]([CH2:11][OH:12])[CH3:10])([O:3][C:4]([CH3:7])([CH3:6])[CH3:5])=[O:2].C([O-])(O)=O.[Na+].[K+].[Br-].Cl[O-].[Na+]. Product: [C:4]([O:3][C:1](=[O:2])[N:8]([CH3:13])[C@@H:9]([CH3:10])[CH:11]=[O:12])([CH3:6])([CH3:7])[CH3:5]. The catalyst class is: 46.